This data is from Forward reaction prediction with 1.9M reactions from USPTO patents (1976-2016). The task is: Predict the product of the given reaction. (1) Given the reactants CN(C1C(C2C(P(C3CCCCC3)C3CCCCC3)=CC=CC=2)=CC=CC=1)C.CC(C)([O-])C.[Na+].Br[C:36]1[CH:43]=[CH:42][CH:41]=[CH:40][C:37]=1[C:38]#[N:39].C(=O)C.[NH2:47][C@H:48]1[C:57]2[C:52](=[CH:53][CH:54]=[CH:55][CH:56]=2)[N:51]([C:58](=[O:60])[CH3:59])[C@@H:50]([CH:61]2[CH2:63][CH2:62]2)[C@@H:49]1[CH3:64], predict the reaction product. The product is: [C:58]([N:51]1[C:52]2[C:57](=[CH:56][CH:55]=[CH:54][CH:53]=2)[C@H:48]([NH:47][C:36]2[CH:43]=[CH:42][CH:41]=[CH:40][C:37]=2[C:38]#[N:39])[C@@H:49]([CH3:64])[C@@H:50]1[CH:61]1[CH2:63][CH2:62]1)(=[O:60])[CH3:59]. (2) Given the reactants [I:1][C:2]1[CH:11]=[CH:10][C:5]([C:6](OC)=[O:7])=[CH:4][CH:3]=1.[Li+].[BH4-].Cl, predict the reaction product. The product is: [I:1][C:2]1[CH:11]=[CH:10][C:5]([CH2:6][OH:7])=[CH:4][CH:3]=1. (3) Given the reactants [CH2:1]([N:8]1[CH:13]([C:14]2[CH:19]=[CH:18][CH:17]=[CH:16][CH:15]=2)[CH2:12][C:11]([CH3:21])([CH3:20])[N:10]2[N:22]=[CH:23][C:24]([C:25](O)=[O:26])=[C:9]12)[C:2]1[CH:7]=[CH:6][CH:5]=[CH:4][CH:3]=1.F[P-](F)(F)(F)(F)F.C[N+](C)=C(N(C)C)O.C(N(C(C)C)CC)(C)C.Cl.[CH3:53][O:54][NH:55][CH3:56], predict the reaction product. The product is: [CH3:53][O:54][N:55]([CH3:56])[C:25]([C:24]1[CH:23]=[N:22][N:10]2[C:11]([CH3:21])([CH3:20])[CH2:12][CH:13]([C:14]3[CH:15]=[CH:16][CH:17]=[CH:18][CH:19]=3)[N:8]([CH2:1][C:2]3[CH:7]=[CH:6][CH:5]=[CH:4][CH:3]=3)[C:9]=12)=[O:26]. (4) Given the reactants [N:1]([CH2:8][CH2:9][OH:10])([CH2:5][CH2:6][OH:7])[CH2:2][CH2:3][OH:4].[CH2:11]([OH:15])[CH2:12][CH2:13][CH3:14], predict the reaction product. The product is: [CH2:11]([OH:15])[CH2:12][CH2:13][CH3:14].[N:1]([CH2:8][CH2:9][OH:10])([CH2:5][CH2:6][OH:7])[CH2:2][CH2:3][OH:4].